This data is from Forward reaction prediction with 1.9M reactions from USPTO patents (1976-2016). The task is: Predict the product of the given reaction. (1) The product is: [Cl:1][C:2]1[CH:7]=[CH:6][C:5]2[N:8]([CH2:18][C:19]3[CH:24]=[CH:23][C:22]([O:25][CH3:26])=[CH:21][C:20]=3[O:27][CH3:28])[C:9](=[O:17])[C@@H:10]([CH2:11][C:12]([O:14][CH2:15][CH3:16])=[O:13])[O:30][C@H:29]([C:31]3[CH:36]=[CH:35][CH:34]=[C:33]([O:37][CH:38]([F:39])[F:40])[C:32]=3[Cl:41])[C:4]=2[CH:3]=1. Given the reactants [Cl:1][C:2]1[CH:7]=[CH:6][C:5]([N:8]([CH2:18][C:19]2[CH:24]=[CH:23][C:22]([O:25][CH3:26])=[CH:21][C:20]=2[O:27][CH3:28])[C:9](=[O:17])/[CH:10]=[CH:11]/[C:12]([O:14][CH2:15][CH3:16])=[O:13])=[C:4]([CH:29]([C:31]2[CH:36]=[CH:35][CH:34]=[C:33]([O:37][CH:38]([F:40])[F:39])[C:32]=2[Cl:41])[OH:30])[CH:3]=1.N12CCCN=C1CCCCC2, predict the reaction product. (2) Given the reactants [CH3:1][N:2]1[CH2:7][CH2:6][NH:5][CH2:4][CH2:3]1.C(=O)([O-])[O-].[K+].[K+].Br[CH2:15][C:16]1[CH:25]=[CH:24][C:19]([C:20]([O:22][CH3:23])=[O:21])=[CH:18][CH:17]=1, predict the reaction product. The product is: [CH3:1][N:2]1[CH2:7][CH2:6][N:5]([CH2:15][C:16]2[CH:25]=[CH:24][C:19]([C:20]([O:22][CH3:23])=[O:21])=[CH:18][CH:17]=2)[CH2:4][CH2:3]1. (3) Given the reactants [CH3:1][C:2]1[CH:7]=[CH:6][C:5]([C:8]2[CH:13]=[C:12]([O:14][C:15]3[N:20]=[CH:19][CH:18]=[CH:17][N:16]=3)[CH:11]=[C:10]([C:21]([OH:23])=O)[CH:9]=2)=[CH:4][CH:3]=1.Cl.Cl.[CH3:26][C:27]1[N:32]=[CH:31][C:30]([C@H:33]([NH2:35])[CH3:34])=[CH:29][CH:28]=1.F[P-](F)(F)(F)(F)F.C[N+](C)=C(N(C)C)ON1C2N=CC=CC=2N=N1.C(N(CC)C(C)C)(C)C, predict the reaction product. The product is: [CH3:1][C:2]1[CH:7]=[CH:6][C:5]([C:8]2[CH:13]=[C:12]([O:14][C:15]3[N:20]=[CH:19][CH:18]=[CH:17][N:16]=3)[CH:11]=[C:10]([C:21]([NH:35][C@@H:33]([C:30]3[CH:31]=[N:32][C:27]([CH3:26])=[CH:28][CH:29]=3)[CH3:34])=[O:23])[CH:9]=2)=[CH:4][CH:3]=1. (4) Given the reactants [F:1][C:2]([F:13])([F:12])[C:3]1[CH:8]=[CH:7][CH:6]=[CH:5][C:4]=1B(O)O.Br[CH:15]=[C:16]1[C:22]2[CH:23]=[CH:24][C:25]([Cl:27])=[CH:26][C:21]=2[CH2:20][CH2:19][C:18]2[CH:28]=[CH:29][CH:30]=[CH:31][C:17]1=2, predict the reaction product. The product is: [Cl:27][C:25]1[CH:24]=[CH:23][C:22]2[C:16](=[CH:15][C:4]3[CH:5]=[CH:6][CH:7]=[CH:8][C:3]=3[C:2]([F:13])([F:12])[F:1])[C:17]3[CH:31]=[CH:30][CH:29]=[CH:28][C:18]=3[CH2:19][CH2:20][C:21]=2[CH:26]=1.